This data is from Peptide-MHC class II binding affinity with 134,281 pairs from IEDB. The task is: Regression. Given a peptide amino acid sequence and an MHC pseudo amino acid sequence, predict their binding affinity value. This is MHC class II binding data. (1) The peptide sequence is GSGGVWREMHHLVEF. The MHC is HLA-DQA10501-DQB10302 with pseudo-sequence HLA-DQA10501-DQB10302. The binding affinity (normalized) is 0.385. (2) The peptide sequence is ASMVIFDRSFTITIA. The MHC is HLA-DQA10101-DQB10501 with pseudo-sequence HLA-DQA10101-DQB10501. The binding affinity (normalized) is 0.262.